This data is from Reaction yield outcomes from USPTO patents with 853,638 reactions. The task is: Predict the reaction yield, written as a fraction of the theoretical maximum amount of product (1.0 means a 100% yield; for example, 0.34 means a 34% yield). (1) The reactants are Br[C:2]1[CH:7]=[CH:6][C:5]([NH:8][C:9]([C:11]2[NH:12][CH:13]=[C:14]([C:16]#[N:17])[N:15]=2)=[O:10])=[C:4]([C:18]2[CH2:23][CH2:22][C:21]([CH3:25])([CH3:24])[CH2:20][CH:19]=2)[CH:3]=1.C([Mg]Cl)(C)C.[Li]C(C)(C)C.[O:36]1[CH2:41][CH2:40][C:39](=[O:42])[CH2:38][CH2:37]1. The catalyst is C1COCC1. The product is [CH3:24][C:21]1([CH3:25])[CH2:22][CH2:23][C:18]([C:4]2[CH:3]=[C:2]([C:39]3([OH:42])[CH2:40][CH2:41][O:36][CH2:37][CH2:38]3)[CH:7]=[CH:6][C:5]=2[NH:8][C:9]([C:11]2[NH:15][C:14]([C:16]#[N:17])=[CH:13][N:12]=2)=[O:10])=[CH:19][CH2:20]1. The yield is 0.790. (2) The reactants are [F:1][C:2]1[CH:3]=[C:4]([CH:9]2[C:17]3[O:16][C:15](=O)[NH:14][C:13](=[O:19])[C:12]=3[CH2:11][CH2:10]2)[CH:5]=[C:6]([F:8])[CH:7]=1.[OH-].[NH4+:21]. No catalyst specified. The product is [F:1][C:2]1[CH:3]=[C:4]([CH:9]2[C:17]3[NH:21][C:15](=[O:16])[NH:14][C:13](=[O:19])[C:12]=3[CH2:11][CH2:10]2)[CH:5]=[C:6]([F:8])[CH:7]=1. The yield is 1.06. (3) The reactants are Cl.Cl.[N:3]1[CH:8]=[CH:7][C:6]([O:9][C@H:10]2[CH2:15][CH2:14][C@H:13]([NH:16][C:17]([C@H:19]3[CH2:24][CH2:23][CH2:22][NH:21][CH2:20]3)=[O:18])[CH2:12][CH2:11]2)=[CH:5][CH:4]=1.[C:25]1([S:31](Cl)(=[O:33])=[O:32])[CH:30]=[CH:29][CH:28]=[CH:27][CH:26]=1.C(N(CC)CC)C. The catalyst is C(#N)C. The product is [C:25]1([S:31]([N:21]2[CH2:22][CH2:23][CH2:24][C@H:19]([C:17]([NH:16][C@H:13]3[CH2:12][CH2:11][C@H:10]([O:9][C:6]4[CH:5]=[CH:4][N:3]=[CH:8][CH:7]=4)[CH2:15][CH2:14]3)=[O:18])[CH2:20]2)(=[O:33])=[O:32])[CH:30]=[CH:29][CH:28]=[CH:27][CH:26]=1. The yield is 0.450. (4) The reactants are [CH3:1][O:2][C:3]([C:5]1[CH:10]=[CH:9][C:8]([N:11]=[C:12]=[S:13])=[CH:7][C:6]=1[N+:14]([O-:16])=[O:15])=[O:4].O.[NH2:18][NH2:19].O. The catalyst is O1CCCC1. The product is [NH:18]([C:12]([NH:11][C:8]1[CH:9]=[CH:10][C:5]([C:3]([O:2][CH3:1])=[O:4])=[C:6]([N+:14]([O-:16])=[O:15])[CH:7]=1)=[S:13])[NH2:19]. The yield is 0.850. (5) The reactants are [C:1]([S@@:5](/[N:7]=[CH:8]/[C:9]1[N:13]([CH3:14])[CH:12]=[C:11]([C:15]([O:17][C:18]([CH3:21])([CH3:20])[CH3:19])=[O:16])[CH:10]=1)=[O:6])([CH3:4])([CH3:3])[CH3:2].[CH3:22][Mg]Br. The catalyst is C(Cl)Cl. The product is [CH3:2][C:1]([CH3:4])([S@@:5]([NH:7][C@@H:8]([C:9]1[N:13]([CH3:14])[CH:12]=[C:11]([C:15]([O:17][C:18]([CH3:21])([CH3:20])[CH3:19])=[O:16])[CH:10]=1)[CH3:22])=[O:6])[CH3:3]. The yield is 0.700.